From a dataset of Full USPTO retrosynthesis dataset with 1.9M reactions from patents (1976-2016). Predict the reactants needed to synthesize the given product. (1) Given the product [CH:1]([O:4][C:5]([N:7]1[CH2:8][CH2:9][CH:10]([N:13]2[C:17]3=[N:18][C:19]([C:28]4[CH:29]=[CH:30][C:31]([NH:34][C:35](=[N:37][CH3:38])[S:36][CH3:39])=[CH:32][CH:33]=4)=[N:20][C:21]([N:22]4[CH2:23][CH2:24][O:25][CH2:26][CH2:27]4)=[C:16]3[CH:15]=[N:14]2)[CH2:11][CH2:12]1)=[O:6])([CH3:3])[CH3:2], predict the reactants needed to synthesize it. The reactants are: [CH:1]([O:4][C:5]([N:7]1[CH2:12][CH2:11][CH:10]([N:13]2[C:17]3=[N:18][C:19]([C:28]4[CH:33]=[CH:32][C:31]([NH:34][C:35]([NH:37][CH3:38])=[S:36])=[CH:30][CH:29]=4)=[N:20][C:21]([N:22]4[CH2:27][CH2:26][O:25][CH2:24][CH2:23]4)=[C:16]3[CH:15]=[N:14]2)[CH2:9][CH2:8]1)=[O:6])([CH3:3])[CH3:2].[C:39]([O-])([O-])=O.[K+].[K+].CI. (2) Given the product [CH2:1]([O:3][C:4]([C:6]1([C:9]2[CH:14]=[CH:13][C:12]([C:15]3[CH:20]=[CH:19][C:18]([C:21]4[S:22][C:23]([F:29])=[CH:24][C:25]=4[NH:34][C:37]([O:64][CH:62]([C:58]4[C:57]([Cl:56])=[CH:61][S:60][CH:59]=4)[CH3:63])=[O:46])=[CH:17][C:16]=3[O:30][CH3:31])=[CH:11][CH:10]=2)[CH2:7][CH2:8]1)=[O:5])[CH3:2], predict the reactants needed to synthesize it. The reactants are: [CH2:1]([O:3][C:4]([C:6]1([C:9]2[CH:14]=[CH:13][C:12]([C:15]3[CH:20]=[CH:19][C:18]([C:21]4[S:22][C:23]([F:29])=[CH:24][C:25]=4C(O)=O)=[CH:17][C:16]=3[O:30][CH3:31])=[CH:11][CH:10]=2)[CH2:8][CH2:7]1)=[O:5])[CH3:2].C([N:34]([CH2:37]C)CC)C.C1(P(N=[N+]=[N-])(C2C=CC=CC=2)=[O:46])C=CC=CC=1.[Cl:56][C:57]1[C:58]([CH:62]([OH:64])[CH3:63])=[CH:59][S:60][CH:61]=1. (3) Given the product [C:17]1([C:7]2([C:1]3[CH:2]=[CH:3][CH:4]=[CH:5][CH:6]=3)[C:15]3[CH2:14][CH2:13][NH:12][CH2:11][C:10]=3[C:9](=[O:16])[O:8]2)[CH:18]=[CH:19][CH:20]=[CH:21][CH:22]=1, predict the reactants needed to synthesize it. The reactants are: [C:1]1([C:7]2([C:17]3[CH:22]=[CH:21][CH:20]=[CH:19][CH:18]=3)[C:15]3[CH:14]=[CH:13][N:12]=[CH:11][C:10]=3[C:9](=[O:16])[O:8]2)[CH:6]=[CH:5][CH:4]=[CH:3][CH:2]=1.C1(C2(C3C=CC=CC=3)C3CNCCC=3C(=O)O2)C=CC=CC=1. (4) Given the product [C:8]([CH2:9][O:10][C:11]1[CH:12]=[C:13]2[C:18](=[CH:19][CH:20]=1)[N:17]([C:21](=[O:29])[C:22]1[CH:23]=[CH:24][C:25]([F:28])=[CH:26][CH:27]=1)[C@@H:16]([CH3:30])[CH2:15][C@H:14]2[N:31]([C:36]1[CH:37]=[CH:38][C:39]([Cl:42])=[CH:40][CH:41]=1)[C:32](=[O:35])[CH2:33][CH3:34])(=[O:7])[NH2:44], predict the reactants needed to synthesize it. The reactants are: COC(=O)C.C[O:7][C:8](=O)[CH2:9][O:10][C:11]1[CH:12]=[C:13]2[C:18](=[CH:19][CH:20]=1)[N:17]([C:21](=[O:29])[C:22]1[CH:27]=[CH:26][C:25]([F:28])=[CH:24][CH:23]=1)[C@@H:16]([CH3:30])[CH2:15][C@H:14]2[N:31]([C:36]1[CH:41]=[CH:40][C:39]([Cl:42])=[CH:38][CH:37]=1)[C:32](=[O:35])[CH2:33][CH3:34].[NH3:44]. (5) Given the product [CH3:1][O:2][C:3]1[CH:8]=[CH:7][C:6]([C:9]([NH:24][C:25]2[O:26][CH2:27][C@H:28]([F:40])[C@:29]([C:32]3[CH:37]=[C:36]([N:44]4[CH:43]=[C:42]([CH3:41])[CH:46]=[N:45]4)[CH:35]=[CH:34][C:33]=3[F:39])([CH3:31])[N:30]=2)([C:16]2[CH:21]=[CH:20][C:19]([O:22][CH3:23])=[CH:18][CH:17]=2)[C:10]2[CH:15]=[CH:14][CH:13]=[CH:12][CH:11]=2)=[CH:5][CH:4]=1, predict the reactants needed to synthesize it. The reactants are: [CH3:1][O:2][C:3]1[CH:8]=[CH:7][C:6]([C:9]([NH:24][C:25]2[O:26][CH2:27][C@H:28]([F:40])[C@:29]([C:32]3[CH:37]=[C:36](Br)[CH:35]=[CH:34][C:33]=3[F:39])([CH3:31])[N:30]=2)([C:16]2[CH:21]=[CH:20][C:19]([O:22][CH3:23])=[CH:18][CH:17]=2)[C:10]2[CH:15]=[CH:14][CH:13]=[CH:12][CH:11]=2)=[CH:5][CH:4]=1.[CH3:41][C:42]1[CH:43]=[N:44][NH:45][CH:46]=1. (6) Given the product [CH2:1]([O:3][C:4](=[O:20])[C:5]1[CH:10]=[C:9]([O:11][C:12]([F:15])([F:14])[F:13])[C:8]([CH2:34][N:31]2[CH2:32][CH2:33][C@@H:29]([NH:28][C:26]([O:25][C:21]([CH3:24])([CH3:23])[CH3:22])=[O:27])[CH2:30]2)=[CH:7][C:6]=1[N+:17]([O-:19])=[O:18])[CH3:2], predict the reactants needed to synthesize it. The reactants are: [CH2:1]([O:3][C:4](=[O:20])[C:5]1[CH:10]=[C:9]([O:11][C:12]([F:15])([F:14])[F:13])[C:8](Br)=[CH:7][C:6]=1[N+:17]([O-:19])=[O:18])[CH3:2].[C:21]([O:25][C:26]([NH:28][C@@H:29]1[CH2:33][CH2:32][N:31]([CH2:34][B-](F)(F)F)[CH2:30]1)=[O:27])([CH3:24])([CH3:23])[CH3:22].[K+].C(=O)([O-])[O-].[K+].[K+]. (7) Given the product [Si:22]([O:6][C@H:7]([CH2:14][I:15])[CH2:8][C:9]([O:11][CH2:12][CH3:13])=[O:10])([C:18]([CH3:21])([CH3:20])[CH3:19])([CH3:24])[CH3:23], predict the reactants needed to synthesize it. The reactants are: N1C=CN=C1.[OH:6][C@H:7]([CH2:14][I:15])[CH2:8][C:9]([O:11][CH2:12][CH3:13])=[O:10].[Na+].[I-].[C:18]([Si:22](Cl)([CH3:24])[CH3:23])([CH3:21])([CH3:20])[CH3:19].[O-]S([O-])(=S)=O.[Na+].[Na+]. (8) Given the product [NH2:1][CH:2]([CH:6]1[CH2:11][CH2:10][CH:9]([OH:12])[CH2:8][CH2:7]1)[C:3]([OH:5])=[O:4], predict the reactants needed to synthesize it. The reactants are: [NH2:1][CH:2]([C:6]1[CH:11]=[CH:10][C:9]([OH:12])=[CH:8][CH:7]=1)[C:3]([OH:5])=[O:4]. (9) Given the product [F:12][C:9]1[CH:10]=[CH:11][C:6]([C@@H:2]2[NH:1][C:15](=[O:14])[C@H:16]([CH2:18][CH:19]([CH3:21])[CH3:20])[NH:17][CH2:3]2)=[CH:7][CH:8]=1, predict the reactants needed to synthesize it. The reactants are: [NH2:1][C@@H:2]([C:6]1[CH:11]=[CH:10][C:9]([F:12])=[CH:8][CH:7]=1)[C:3](O)=O.C[O:14][C:15](=O)[C@H:16]([CH2:18][CH:19]([CH3:21])[CH3:20])[NH2:17].C([C@@H]1NC[C@H](CC(C)C)NC1=O)C(C)C.